From a dataset of Peptide-MHC class I binding affinity with 185,985 pairs from IEDB/IMGT. Regression. Given a peptide amino acid sequence and an MHC pseudo amino acid sequence, predict their binding affinity value. This is MHC class I binding data. (1) The peptide sequence is TVLDVGDAY. The MHC is HLA-B44:02 with pseudo-sequence HLA-B44:02. The binding affinity (normalized) is 0. (2) The peptide sequence is MLDQFGVSY. The MHC is HLA-A30:01 with pseudo-sequence HLA-A30:01. The binding affinity (normalized) is 0.0847. (3) The peptide sequence is SPRPEMQEF. The MHC is H-2-Db with pseudo-sequence H-2-Db. The binding affinity (normalized) is 0.